Dataset: Human liver microsome stability data. Task: Regression/Classification. Given a drug SMILES string, predict its absorption, distribution, metabolism, or excretion properties. Task type varies by dataset: regression for continuous measurements (e.g., permeability, clearance, half-life) or binary classification for categorical outcomes (e.g., BBB penetration, CYP inhibition). Dataset: hlm. (1) The drug is COc1cc([C@H](c2cc3cc(C#N)ccc3cc2OC)[C@@](O)(CCN(C)C)c2cccc3ccoc23)cc(OC(C)C)n1. The result is 0 (unstable in human liver microsomes). (2) The drug is CN1C[C@H](c2ccc(-c3ccc4c(c3)OC[C@H]3[C@H](CO)OC(=O)N43)cn2)OC1=O. The result is 0 (unstable in human liver microsomes). (3) The drug is CC1CCC(NC(=O)CCCCCc2ccccc2)CC1. The result is 1 (stable in human liver microsomes). (4) The drug is c1ccc2cc(-c3nnc(N4CCC4)cc3-c3ccncc3)ccc2c1. The result is 1 (stable in human liver microsomes). (5) The molecule is Cc1c(CO)cccc1NS(=O)(=O)c1ccc(-c2ccc(Br)cc2)cc1. The result is 0 (unstable in human liver microsomes). (6) The molecule is CCc1nn(CCO)c(CC)c1Cc1cc(Cl)cc(Cl)c1. The result is 1 (stable in human liver microsomes). (7) The molecule is C=C[C@@H]1C[C@]1(NC(=O)[C@@H]1C[C@@H](c2csc(-c3ccccc3)n2)CN1C(=O)[C@@H](NC(=O)OC1CCCC1)C(C)(C)C)C(=O)NS(=O)(=O)C1CC1. The result is 0 (unstable in human liver microsomes).